From a dataset of Catalyst prediction with 721,799 reactions and 888 catalyst types from USPTO. Predict which catalyst facilitates the given reaction. (1) The catalyst class is: 8. Product: [OH:23][C:17]1[CH:18]=[C:19]([OH:22])[CH:20]=[CH:21][C:16]=1[C:14](=[O:15])[CH2:13][N:6]1[C:5]2[C:4](=[C:3]([O:2][CH3:1])[CH:9]=[C:8]([O:10][CH3:11])[CH:7]=2)[C:19]([C:18]2[CH:17]=[CH:16][C:14]([OH:15])=[CH:13][C:24]=2[OH:27])=[CH:20]1. Reactant: [CH3:1][O:2][C:3]1[CH:4]=[C:5]([CH:7]=[C:8]([O:10][CH3:11])[CH:9]=1)[NH2:6].Br[CH2:13][C:14]([C:16]1[CH:21]=[CH:20][C:19]([OH:22])=[CH:18][C:17]=1[OH:23])=[O:15].[C:24](=[O:27])(O)[O-].[Na+]. (2) Reactant: [CH3:1][N:2]([CH2:4][C:5]1[CH:10]=[CH:9][C:8]([CH:11]2[CH:20]([C:21]3[CH:26]=[CH:25][C:24]([CH:27]([CH3:29])[CH3:28])=[CH:23][CH:22]=3)[C:19](=O)[C:18]3[C:17]([C:31]([O:33]CC)=O)=[CH:16][CH:15]=[CH:14][C:13]=3[NH:12]2)=[CH:7][CH:6]=1)[CH3:3].O.[NH2:37][NH2:38]. Product: [CH3:1][N:2]([CH2:4][C:5]1[CH:10]=[CH:9][C:8]([CH:11]2[NH:12][C:13]3[C:18]4[C:19](=[N:37][NH:38][C:31](=[O:33])[C:17]=4[CH:16]=[CH:15][CH:14]=3)[CH:20]2[C:21]2[CH:22]=[CH:23][C:24]([CH:27]([CH3:28])[CH3:29])=[CH:25][CH:26]=2)=[CH:7][CH:6]=1)[CH3:3]. The catalyst class is: 5. (3) Reactant: [C:1](Cl)(=[O:5])[CH:2]([CH3:4])[CH3:3].[NH:7]1[C:16](=[O:17])[C:15]2[NH:14][CH:13]=[N:12][C:11]=2[N:10]=[C:8]1[NH2:9]. Product: [C:1]([NH:9][C:8]1[NH:7][C:16](=[O:17])[C:15]2[NH:14][CH:13]=[N:12][C:11]=2[N:10]=1)(=[O:5])[CH:2]([CH3:4])[CH3:3]. The catalyst class is: 17.